Predict the product of the given reaction. From a dataset of Forward reaction prediction with 1.9M reactions from USPTO patents (1976-2016). (1) Given the reactants C[O:2][C:3]([CH:5]1[CH2:9][C:8](=[O:10])[N:7]([C:11]2[CH:16]=[CH:15][C:14]([OH:17])=[CH:13][CH:12]=2)[CH2:6]1)=[O:4].[OH-].[Na+], predict the reaction product. The product is: [OH:17][C:14]1[CH:13]=[CH:12][C:11]([N:7]2[C:8](=[O:10])[CH2:9][C@H:5]([C:3]([OH:4])=[O:2])[CH2:6]2)=[CH:16][CH:15]=1. (2) The product is: [CH2:12]([O:14][C:15](=[O:20])[CH2:16][C:17]1[NH:1][C:2]2[C:3](=[N:4][CH:5]=[CH:6][CH:7]=2)[S:8](=[O:10])(=[O:9])[N:11]=1)[CH3:13]. Given the reactants [NH2:1][C:2]1[C:3]([S:8]([NH2:11])(=[O:10])=[O:9])=[N:4][CH:5]=[CH:6][CH:7]=1.[CH2:12]([O:14][C:15](=[O:20])[CH2:16][C:17](Cl)=O)[CH3:13], predict the reaction product. (3) Given the reactants C([O-])(=O)C.[Na+].Br[C:7]1[CH:20]=[C:19](Br)[CH:18]=[CH:17][C:8]=1[O:9][C:10]1[C:11]([NH2:16])=[N:12][CH:13]=[CH:14][CH:15]=1.[H][H], predict the reaction product. The product is: [O:9]([C:10]1[C:11]([NH2:16])=[N:12][CH:13]=[CH:14][CH:15]=1)[C:8]1[CH:7]=[CH:20][CH:19]=[CH:18][CH:17]=1. (4) Given the reactants O=S(Cl)Cl.[O:5]=[C:6]1[NH:10][C@@H:9]([C:11]([OH:13])=[O:12])[CH2:8][CH2:7]1.[CH3:14]O, predict the reaction product. The product is: [O:5]=[C:6]1[NH:10][C@@H:9]([C:11]([O:13][CH3:14])=[O:12])[CH2:8][CH2:7]1. (5) Given the reactants C[O:2][C:3](=[O:13])[CH:4]([C:6]1[CH:11]=[CH:10][C:9]([Br:12])=[CH:8][CH:7]=1)[OH:5].[F:14][C:15]1[CH:20]=[CH:19][C:18]([OH:21])=[CH:17][CH:16]=1.[NH2:22][C:23]1[S:24][CH:25]=[CH:26][N:27]=1, predict the reaction product. The product is: [F:14][C:15]1[CH:20]=[CH:19][C:18]([O:5][CH:4]([C:6]2[CH:11]=[CH:10][C:9]([Br:12])=[CH:8][CH:7]=2)[C:3]([OH:2])=[O:13])=[CH:17][CH:16]=1.[Br:12][C:9]1[CH:8]=[CH:7][C:6]([CH:4]([O:21][C:18]2[CH:19]=[CH:20][C:15]([F:14])=[CH:16][CH:17]=2)[C:3]([NH:22][C:23]2[S:24][CH:25]=[CH:26][N:27]=2)=[O:13])=[CH:11][CH:10]=1. (6) Given the reactants C([BH3-])#N.[Na+].[C:5]([C:7]1[CH:12]=[CH:11][C:10]([NH:13][C:14]([C:16]2[CH:24]=[C:23]3[C:19]([CH:20]=[CH:21][NH:22]3)=[CH:18][CH:17]=2)=[O:15])=[CH:9][C:8]=1[C:25]([F:28])([F:27])[F:26])#[N:6].[OH-].[NH4+], predict the reaction product. The product is: [C:5]([C:7]1[CH:12]=[CH:11][C:10]([NH:13][C:14]([C:16]2[CH:24]=[C:23]3[C:19]([CH2:20][CH2:21][NH:22]3)=[CH:18][CH:17]=2)=[O:15])=[CH:9][C:8]=1[C:25]([F:28])([F:26])[F:27])#[N:6]. (7) Given the reactants [Cl:1][C:2]1[C:10]2[N:9]=[N:8][N:7]([CH2:11][CH:12]3[CH2:14][CH2:13]3)[C:6]=2[CH:5]=[CH:4][C:3]=1[C:15]#[C:16][Si](C)(C)C.C(=O)([O-])[O-].[K+].[K+], predict the reaction product. The product is: [Cl:1][C:2]1[C:10]2[N:9]=[N:8][N:7]([CH2:11][CH:12]3[CH2:13][CH2:14]3)[C:6]=2[CH:5]=[CH:4][C:3]=1[C:15]#[CH:16].